Dataset: Catalyst prediction with 721,799 reactions and 888 catalyst types from USPTO. Task: Predict which catalyst facilitates the given reaction. Product: [Cl:31][C:32]1[C:37]([F:38])=[CH:36][C:35]([C:2]2[C:11]3[C:6](=[CH:7][C:8]([S:12]([N:15]([C:25]4[CH:29]=[CH:28][O:27][N:26]=4)[CH2:16][C:17]4[CH:22]=[CH:21][C:20]([O:23][CH3:24])=[CH:19][CH:18]=4)(=[O:14])=[O:13])=[CH:9][CH:10]=3)[C:5]([OH:30])=[CH:4][N:3]=2)=[C:34]([O:48][CH3:49])[CH:33]=1. The catalyst class is: 103. Reactant: Cl[C:2]1[C:11]2[C:6](=[CH:7][C:8]([S:12]([N:15]([C:25]3[CH:29]=[CH:28][O:27][N:26]=3)[CH2:16][C:17]3[CH:22]=[CH:21][C:20]([O:23][CH3:24])=[CH:19][CH:18]=3)(=[O:14])=[O:13])=[CH:9][CH:10]=2)[C:5]([OH:30])=[CH:4][N:3]=1.[Cl:31][C:32]1[C:37]([F:38])=[CH:36][C:35](B2OC(C)(C)C(C)(C)O2)=[C:34]([O:48][CH3:49])[CH:33]=1.C(=O)([O-])[O-].[K+].[K+].O1CCOCC1.